From a dataset of Full USPTO retrosynthesis dataset with 1.9M reactions from patents (1976-2016). Predict the reactants needed to synthesize the given product. (1) Given the product [Br:19][C:20]1[C:21]([F:31])=[C:22]([F:30])[C:23]([NH:4][C:3]2[CH:5]=[CH:6][CH:7]=[CH:8][C:2]=2[F:1])=[C:24]([CH:28]=1)[C:25]([OH:27])=[O:26], predict the reactants needed to synthesize it. The reactants are: [F:1][C:2]1[CH:8]=[CH:7][CH:6]=[CH:5][C:3]=1[NH2:4].[Li+].C[Si]([N-][Si](C)(C)C)(C)C.[Br:19][C:20]1[C:21]([F:31])=[C:22]([F:30])[C:23](F)=[C:24]([CH:28]=1)[C:25]([OH:27])=[O:26]. (2) Given the product [Cl:1][C:2]1[CH:3]=[C:4]2[C:9](=[C:10]([OH:20])[C:11]=1[C:12]1[CH:17]=[CH:16][C:15]([F:18])=[CH:14][C:13]=1[F:19])[N:8]=[CH:7][N:6]=[C:5]2[N:22]1[CH2:27][CH2:26][N:25]([C:28](=[O:31])[CH:29]=[CH2:30])[CH2:24][CH2:23]1, predict the reactants needed to synthesize it. The reactants are: [Cl:1][C:2]1[CH:3]=[C:4]2[C:9](=[C:10]([O:20]C)[C:11]=1[C:12]1[CH:17]=[CH:16][C:15]([F:18])=[CH:14][C:13]=1[F:19])[N:8]=[CH:7][N:6]=[C:5]2[N:22]1[CH2:27][CH2:26][N:25]([C:28](=[O:31])[CH:29]=[CH2:30])[CH2:24][CH2:23]1.B(Br)(Br)Br.C([O-])(O)=O.[Na+]. (3) Given the product [CH2:1]([O:5][CH2:6][CH2:7][O:8][C:9]1[CH:10]=[CH:11][C:12]([C:15]2[CH:16]=[CH:17][C:18]3[N:25]([CH2:26][CH:27]([CH3:28])[CH3:29])[CH2:24][CH2:23][CH2:22][C:21]([C:30]([NH:43][C:44]4[CH:49]=[CH:48][C:47]([S:50][CH2:51][C:52]5[N:53]([CH2:57][CH2:58][CH2:59][C:60]([O:62][CH2:63][CH3:64])=[O:61])[CH:54]=[CH:55][N:56]=5)=[CH:46][CH:45]=4)=[O:31])=[CH:20][C:19]=3[CH:33]=2)=[CH:13][CH:14]=1)[CH2:2][CH2:3][CH3:4], predict the reactants needed to synthesize it. The reactants are: [CH2:1]([O:5][CH2:6][CH2:7][O:8][C:9]1[CH:14]=[CH:13][C:12]([C:15]2[CH:16]=[CH:17][C:18]3[N:25]([CH2:26][CH:27]([CH3:29])[CH3:28])[CH2:24][CH2:23][CH2:22][C:21]([C:30](O)=[O:31])=[CH:20][C:19]=3[CH:33]=2)=[CH:11][CH:10]=1)[CH2:2][CH2:3][CH3:4].CN(C=O)C.S(Cl)(Cl)=O.[NH2:43][C:44]1[CH:49]=[CH:48][C:47]([S:50][CH2:51][C:52]2[N:53]([CH2:57][CH2:58][CH2:59][C:60]([O:62][CH2:63][CH3:64])=[O:61])[CH:54]=[CH:55][N:56]=2)=[CH:46][CH:45]=1. (4) Given the product [CH3:1][O:2][C:3]1[CH:4]=[CH:5][C:6]([NH:11][C:12]2[C:13]3[N:14]([CH:27]=[CH:28][N:29]=3)[N:15]=[C:16]([C:18]3[CH:19]=[CH:20][C:21]([C:22]([NH:38][CH2:37][CH2:36][C:33]4[CH:34]=[CH:35][N:30]=[CH:31][CH:32]=4)=[O:24])=[CH:25][CH:26]=3)[CH:17]=2)=[N:7][C:8]=1[O:9][CH3:10], predict the reactants needed to synthesize it. The reactants are: [CH3:1][O:2][C:3]1[CH:4]=[CH:5][C:6]([NH:11][C:12]2[C:13]3[N:14]([CH:27]=[CH:28][N:29]=3)[N:15]=[C:16]([C:18]3[CH:26]=[CH:25][C:21]([C:22]([OH:24])=O)=[CH:20][CH:19]=3)[CH:17]=2)=[N:7][C:8]=1[O:9][CH3:10].[N:30]1[CH:35]=[CH:34][C:33]([CH2:36][CH2:37][NH2:38])=[CH:32][CH:31]=1.CN(C(ON1N=NC2C=CC=NC1=2)=[N+](C)C)C.F[P-](F)(F)(F)(F)F.CCN(C(C)C)C(C)C.CCN=C=NCCCN(C)C.